From a dataset of Full USPTO retrosynthesis dataset with 1.9M reactions from patents (1976-2016). Predict the reactants needed to synthesize the given product. Given the product [C:9]([N:16]1[CH2:20][CH2:19][C@@H:18]([OH:21])[CH2:17]1)([O:11][C:12]([CH3:13])([CH3:14])[CH3:15])=[O:10], predict the reactants needed to synthesize it. The reactants are: [C:9](O[C:9]([O:11][C:12]([CH3:15])([CH3:14])[CH3:13])=[O:10])([O:11][C:12]([CH3:15])([CH3:14])[CH3:13])=[O:10].[NH:16]1[CH2:20][CH2:19][C@@H:18]([OH:21])[CH2:17]1.C(N(CC)CC)C.